This data is from NCI-60 drug combinations with 297,098 pairs across 59 cell lines. The task is: Regression. Given two drug SMILES strings and cell line genomic features, predict the synergy score measuring deviation from expected non-interaction effect. (1) Drug 1: CC1C(C(CC(O1)OC2CC(CC3=C2C(=C4C(=C3O)C(=O)C5=C(C4=O)C(=CC=C5)OC)O)(C(=O)C)O)N)O.Cl. Drug 2: C1CCC(C(C1)N)N.C(=O)(C(=O)[O-])[O-].[Pt+4]. Cell line: PC-3. Synergy scores: CSS=26.1, Synergy_ZIP=0.358, Synergy_Bliss=6.07, Synergy_Loewe=7.92, Synergy_HSA=8.01. (2) Drug 1: CS(=O)(=O)C1=CC(=C(C=C1)C(=O)NC2=CC(=C(C=C2)Cl)C3=CC=CC=N3)Cl. Drug 2: CC1=C2C(C(=O)C3(C(CC4C(C3C(C(C2(C)C)(CC1OC(=O)C(C(C5=CC=CC=C5)NC(=O)OC(C)(C)C)O)O)OC(=O)C6=CC=CC=C6)(CO4)OC(=O)C)O)C)O. Synergy scores: CSS=67.2, Synergy_ZIP=14.2, Synergy_Bliss=16.3, Synergy_Loewe=-18.0, Synergy_HSA=15.1. Cell line: CCRF-CEM. (3) Drug 1: CC1C(C(CC(O1)OC2CC(CC3=C2C(=C4C(=C3O)C(=O)C5=C(C4=O)C(=CC=C5)OC)O)(C(=O)C)O)N)O.Cl. Drug 2: C1CN(CCN1C(=O)CCBr)C(=O)CCBr. Cell line: PC-3. Synergy scores: CSS=14.2, Synergy_ZIP=-2.43, Synergy_Bliss=1.19, Synergy_Loewe=-4.33, Synergy_HSA=1.64. (4) Drug 1: C1CCC(CC1)NC(=O)N(CCCl)N=O. Drug 2: CC1=CC=C(C=C1)C2=CC(=NN2C3=CC=C(C=C3)S(=O)(=O)N)C(F)(F)F. Cell line: NCI/ADR-RES. Synergy scores: CSS=6.52, Synergy_ZIP=-4.85, Synergy_Bliss=-7.50, Synergy_Loewe=-8.40, Synergy_HSA=-8.09.